Task: Regression. Given two drug SMILES strings and cell line genomic features, predict the synergy score measuring deviation from expected non-interaction effect.. Dataset: NCI-60 drug combinations with 297,098 pairs across 59 cell lines (1) Drug 1: COC1=CC(=CC(=C1O)OC)C2C3C(COC3=O)C(C4=CC5=C(C=C24)OCO5)OC6C(C(C7C(O6)COC(O7)C8=CC=CS8)O)O. Drug 2: CCN(CC)CCCC(C)NC1=C2C=C(C=CC2=NC3=C1C=CC(=C3)Cl)OC. Cell line: SK-OV-3. Synergy scores: CSS=32.2, Synergy_ZIP=-7.62, Synergy_Bliss=2.19, Synergy_Loewe=-12.2, Synergy_HSA=3.81. (2) Drug 1: CC1CCC2CC(C(=CC=CC=CC(CC(C(=O)C(C(C(=CC(C(=O)CC(OC(=O)C3CCCCN3C(=O)C(=O)C1(O2)O)C(C)CC4CCC(C(C4)OC)O)C)C)O)OC)C)C)C)OC. Drug 2: B(C(CC(C)C)NC(=O)C(CC1=CC=CC=C1)NC(=O)C2=NC=CN=C2)(O)O. Cell line: SW-620. Synergy scores: CSS=53.7, Synergy_ZIP=3.26, Synergy_Bliss=3.51, Synergy_Loewe=-8.42, Synergy_HSA=3.30. (3) Drug 1: C(CN)CNCCSP(=O)(O)O. Drug 2: COCCOC1=C(C=C2C(=C1)C(=NC=N2)NC3=CC=CC(=C3)C#C)OCCOC.Cl. Cell line: K-562. Synergy scores: CSS=-1.58, Synergy_ZIP=-0.472, Synergy_Bliss=-2.58, Synergy_Loewe=-13.2, Synergy_HSA=-8.29.